From a dataset of Reaction yield outcomes from USPTO patents with 853,638 reactions. Predict the reaction yield, written as a fraction of the theoretical maximum amount of product (1.0 means a 100% yield; for example, 0.34 means a 34% yield). (1) The reactants are [Na].[NH2:2][C:3]1[CH:8]=[CH:7][CH:6]=[CH:5][CH:4]=1.[CH2:9]=O.[N:11]1([C:16]([O:18][C:19]([CH3:22])([CH3:21])[CH3:20])=[O:17])[CH:15]=[CH:14][CH2:13][CH2:12]1. The catalyst is CO. The product is [N:11]1([C:16]([O:18][C:19]([CH3:22])([CH3:21])[CH3:20])=[O:17])[C@@H:12]2[C@@H:13]([CH2:9][NH:2][CH:3]3[CH:8]2[CH:7]=[CH:6][CH:5]=[CH:4]3)[CH2:14][CH2:15]1. The yield is 0.120. (2) The reactants are [C:1]1([C:7]2[N:11]=[C:10]([N:12]3[CH2:17][CH2:16][NH:15][CH2:14][CH2:13]3)[S:9][N:8]=2)[CH:6]=[CH:5][CH:4]=[CH:3][CH:2]=1.C(N(CC)CC)C.[CH3:25][O:26][C:27]1[CH:28]=[C:29]([N:33]=[C:34]=[O:35])[CH:30]=[CH:31][CH:32]=1. The catalyst is O1CCCC1. The product is [CH3:25][O:26][C:27]1[CH:28]=[C:29]([NH:33][C:34]([N:15]2[CH2:16][CH2:17][N:12]([C:10]3[S:9][N:8]=[C:7]([C:1]4[CH:2]=[CH:3][CH:4]=[CH:5][CH:6]=4)[N:11]=3)[CH2:13][CH2:14]2)=[O:35])[CH:30]=[CH:31][CH:32]=1. The yield is 0.414. (3) The reactants are [C:1]([C:4]1[S:8][CH:7]=[C:6]([C:9]([NH:11][CH2:12][C:13]2[C:14](=[O:21])[NH:15][C:16]([CH3:20])=[CH:17][C:18]=2[CH3:19])=[O:10])[CH:5]=1)(=O)[CH3:2].[CH3:22][N:23]([CH3:30])[CH:24]1[CH2:29][CH2:28][NH:27][CH2:26][CH2:25]1.[BH4-].[Na+].C([O-])(O)=O.[Na+]. The catalyst is C1COCC1.O.CO. The product is [CH3:19][C:18]1[CH:17]=[C:16]([CH3:20])[NH:15][C:14](=[O:21])[C:13]=1[CH2:12][NH:11][C:9]([C:6]1[CH:5]=[C:4]([CH:1]([N:27]2[CH2:28][CH2:29][CH:24]([N:23]([CH3:30])[CH3:22])[CH2:25][CH2:26]2)[CH3:2])[S:8][CH:7]=1)=[O:10]. The yield is 0.108. (4) The reactants are C(OC([N:8]1[CH2:13][CH2:12][CH2:11][CH2:10][CH:9]1[C:14](=[O:38])[NH:15][C:16]1[CH:21]=[CH:20][C:19]([C:22]#[C:23][C:24]2[C:25]([C:30]3[CH:35]=[C:34]([CH3:36])[CH:33]=[CH:32][C:31]=3[OH:37])=[N:26][N:27]([CH3:29])[CH:28]=2)=[CH:18][CH:17]=1)=O)(C)(C)C.Cl.[C:40]([NH:47][C@H:48]([C:56](O)=[O:57])[CH2:49][C:50]1[CH:55]=[CH:54][CH:53]=[CH:52][CH:51]=1)([O:42][C:43]([CH3:46])([CH3:45])[CH3:44])=[O:41].C(N(CC)CC)C.F[P-](F)(F)(F)(F)F.N1(O[P+](N(C)C)(N(C)C)N(C)C)C2C=CC=CC=2N=N1.O.[OH-].[Li+].C(O)(=O)C. The catalyst is C1COCC1.O1CCOCC1.O.C(OCC)(=O)C.ClCCl. The product is [C:43]([O:42][C:40](=[O:41])[NH:47][C@@H:48]([CH2:49][C:50]1[CH:55]=[CH:54][CH:53]=[CH:52][CH:51]=1)[C:56]([N:8]1[CH2:13][CH2:12][CH2:11][CH2:10][CH:9]1[C:14](=[O:38])[NH:15][C:16]1[CH:21]=[CH:20][C:19]([C:22]#[C:23][C:24]2[C:25]([C:30]3[CH:35]=[C:34]([CH3:36])[CH:33]=[CH:32][C:31]=3[OH:37])=[N:26][N:27]([CH3:29])[CH:28]=2)=[CH:18][CH:17]=1)=[O:57])([CH3:46])([CH3:44])[CH3:45]. The yield is 0.910. (5) The reactants are [C:1]([O:5][C:6]([N:8]1[C:16]2[C:11](=[CH:12][C:13]([O:17]CC3C=CC=CC=3)=[CH:14][CH:15]=2)[CH2:10][CH2:9]1)=[O:7])([CH3:4])([CH3:3])[CH3:2]. The catalyst is CO.[Pd]. The product is [C:1]([O:5][C:6]([N:8]1[C:16]2[C:11](=[CH:12][C:13]([OH:17])=[CH:14][CH:15]=2)[CH2:10][CH2:9]1)=[O:7])([CH3:4])([CH3:2])[CH3:3]. The yield is 0.900. (6) The catalyst is ClCCl. The reactants are [F:1][C:2]1[CH:20]=[C:19]([CH3:21])[CH:18]=[CH:17][C:3]=1[O:4][C:5]1[CH:6]=[CH:7][C:8]2[N:12]=[C:11]([CH2:13][OH:14])[N:10]([CH3:15])[C:9]=2[CH:16]=1.O[C:23]1[CH:24]=[C:25]([CH:30]=[CH:31][CH:32]=1)[C:26]([O:28][CH3:29])=[O:27].C(P(CCCC)CCCC)CCC.N(C(N1CCCCC1)=O)=NC(N1CCCCC1)=O. The yield is 0.780. The product is [F:1][C:2]1[CH:20]=[C:19]([CH3:21])[CH:18]=[CH:17][C:3]=1[O:4][C:5]1[CH:6]=[CH:7][C:8]2[N:12]=[C:11]([CH2:13][O:14][C:23]3[CH:24]=[C:25]([CH:30]=[CH:31][CH:32]=3)[C:26]([O:28][CH3:29])=[O:27])[N:10]([CH3:15])[C:9]=2[CH:16]=1. (7) The reactants are [CH3:1][O:2][C:3](=[O:26])[C:4]1[CH:9]=[CH:8][C:7]([CH2:10][NH:11][CH:12]=[O:13])=[N:6][C:5]=1[NH:14][C:15]1[CH:20]=[CH:19][C:18]([Si](C)(C)C)=[CH:17][C:16]=1[F:25].[Br:27]N1C(=O)CCC1=O. The catalyst is C(Cl)Cl. The product is [CH3:1][O:2][C:3](=[O:26])[C:4]1[CH:9]=[CH:8][C:7]([CH2:10][NH:11][CH:12]=[O:13])=[N:6][C:5]=1[NH:14][C:15]1[CH:20]=[CH:19][C:18]([Br:27])=[CH:17][C:16]=1[F:25]. The yield is 1.00. (8) The reactants are C([O:3][CH:4](OCC)[C:5]1[N:9]=[C:8]([CH3:10])[N:7]([CH2:11][CH3:12])[N:6]=1)C.Cl. The catalyst is O. The product is [CH2:11]([N:7]1[C:8]([CH3:10])=[N:9][C:5]([CH:4]=[O:3])=[N:6]1)[CH3:12]. The yield is 0.260.